This data is from Catalyst prediction with 721,799 reactions and 888 catalyst types from USPTO. The task is: Predict which catalyst facilitates the given reaction. (1) Reactant: [C:1]([C:4]1[C:8]([CH2:9][O:10]C)=[C:7]([C:12]2[CH:17]=[CH:16][N:15]=[CH:14][CH:13]=2)[NH:6][C:5]=1[C:18]1[CH:23]=[CH:22][N:21]=[CH:20][CH:19]=1)(=[O:3])[CH3:2].C(=O)(O)[O-].[Na+]. Product: [C:1]([C:4]1[C:8]([CH2:9][OH:10])=[C:7]([C:12]2[CH:13]=[CH:14][N:15]=[CH:16][CH:17]=2)[NH:6][C:5]=1[C:18]1[CH:23]=[CH:22][N:21]=[CH:20][CH:19]=1)(=[O:3])[CH3:2]. The catalyst class is: 33. (2) Reactant: [F:1][C:2]1[CH:15]=[C:14]([F:16])[C:13]([C:17]2[CH:22]=[CH:21][N:20]=[C:19]3[N:23]([S:32]([C:35]4[CH:41]=[CH:40][C:38]([CH3:39])=[CH:37][CH:36]=4)(=[O:34])=[O:33])[C:24]([C:26]4[CH2:27][CH2:28][NH:29][CH2:30][CH:31]=4)=[CH:25][C:18]=23)=[CH:12][C:3]=1[NH:4][CH2:5][CH:6]1[CH2:11][CH2:10][O:9][CH2:8][CH2:7]1.[CH3:42][S:43](Cl)(=[O:45])=[O:44]. Product: [F:1][C:2]1[CH:15]=[C:14]([F:16])[C:13]([C:17]2[CH:22]=[CH:21][N:20]=[C:19]3[N:23]([S:32]([C:35]4[CH:41]=[CH:40][C:38]([CH3:39])=[CH:37][CH:36]=4)(=[O:33])=[O:34])[C:24]([C:26]4[CH2:27][CH2:28][N:29]([S:43]([CH3:42])(=[O:45])=[O:44])[CH2:30][CH:31]=4)=[CH:25][C:18]=23)=[CH:12][C:3]=1[NH:4][CH2:5][CH:6]1[CH2:7][CH2:8][O:9][CH2:10][CH2:11]1. The catalyst class is: 120. (3) Reactant: C[O:2][C:3](=[O:33])[C@@H:4]([O:6][C:7]1[CH:16]=[CH:15][C:14]([F:17])=[C:13]2[C:8]=1[C:9]([O:29][CH:30]([F:32])[F:31])=[C:10]([CH2:20][C:21]1[CH:26]=[CH:25][C:24]([Cl:27])=[CH:23][C:22]=1[Cl:28])[C:11]([CH2:18][CH3:19])=[N:12]2)[CH3:5].C[O:35][C:36](=[O:64])[C@@H:37]([O:39][C:40]1[CH:49]=[CH:48][C:47]([F:50])=[C:46]2[C:41]=1[C:42]([O:62][CH3:63])=[C:43]([CH2:53][C:54]1[CH:59]=[CH:58][C:57]([Cl:60])=[CH:56][C:55]=1[Cl:61])[C:44]([CH2:51][CH3:52])=[N:45]2)[CH3:38].CO.[OH-].[Li+]. Product: [Cl:28][C:22]1[CH:23]=[C:24]([Cl:27])[CH:25]=[CH:26][C:21]=1[CH2:20][C:10]1[C:11]([CH2:18][CH3:19])=[N:12][C:13]2[C:8]([C:9]=1[O:29][CH:30]([F:31])[F:32])=[C:7]([O:6][C@@H:4]([CH3:5])[C:3]([OH:33])=[O:2])[CH:16]=[CH:15][C:14]=2[F:17].[Cl:61][C:55]1[CH:56]=[C:57]([Cl:60])[CH:58]=[CH:59][C:54]=1[CH2:53][C:43]1[C:44]([CH2:51][CH3:52])=[N:45][C:46]2[C:41]([C:42]=1[O:62][CH3:63])=[C:40]([O:39][C@@H:37]([CH3:38])[C:36]([OH:64])=[O:35])[CH:49]=[CH:48][C:47]=2[F:50]. The catalyst class is: 86. (4) Reactant: [NH2:1][CH2:2][CH2:3][CH2:4][NH:5][C:6]1[C:11]([Br:12])=[CH:10][N:9]=[C:8]([NH:13][C:14]2[CH:15]=[C:16]([NH:20][C:21]([N:23]3[CH2:27][CH2:26][CH2:25][CH2:24]3)=[O:22])[CH:17]=[CH:18][CH:19]=2)[N:7]=1.CCN(C(C)C)C(C)C.[CH2:37]([S:40](Cl)(=[O:42])=[O:41])[CH2:38][CH3:39]. Product: [Br:12][C:11]1[C:6]([NH:5][CH2:4][CH2:3][CH2:2][NH:1][S:40]([CH2:37][CH2:38][CH3:39])(=[O:42])=[O:41])=[N:7][C:8]([NH:13][C:14]2[CH:15]=[C:16]([NH:20][C:21]([N:23]3[CH2:27][CH2:26][CH2:25][CH2:24]3)=[O:22])[CH:17]=[CH:18][CH:19]=2)=[N:9][CH:10]=1. The catalyst class is: 154. (5) Reactant: [F:1][C:2]([F:42])([F:41])[C:3]1[CH:8]=[CH:7][C:6]([N:9]2[CH2:14][CH2:13][CH:12]([O:15][C:16]3[CH:21]=[CH:20][N:19]4[CH:22]=[C:23]([C:25]([NH:27][CH:28]5[CH2:33][CH2:32][N:31](C(OC(C)(C)C)=O)[CH2:30][CH2:29]5)=[O:26])[N:24]=[C:18]4[CH:17]=3)[CH2:11][CH2:10]2)=[CH:5][CH:4]=1.[ClH:43]. Product: [ClH:43].[ClH:43].[NH:31]1[CH2:30][CH2:29][CH:28]([NH:27][C:25]([C:23]2[N:24]=[C:18]3[CH:17]=[C:16]([O:15][CH:12]4[CH2:13][CH2:14][N:9]([C:6]5[CH:7]=[CH:8][C:3]([C:2]([F:1])([F:41])[F:42])=[CH:4][CH:5]=5)[CH2:10][CH2:11]4)[CH:21]=[CH:20][N:19]3[CH:22]=2)=[O:26])[CH2:33][CH2:32]1. The catalyst class is: 12. (6) Reactant: [CH:1]([C@H:3]([NH:8]C(=O)OC(C)(C)C)[CH2:4][CH2:5][S:6][CH3:7])=[O:2].S(=O)(O)[O-].[Na+].[C-]#N.[K+].[C:24]([O:27]CC)(=[O:26])C. Product: [NH2:8][C@H:3]([CH2:4][CH2:5][S:6][CH3:7])[CH:1]([OH:2])[C:24]([OH:27])=[O:26]. The catalyst class is: 6. (7) Reactant: [C:1]([Si:5]([O:8][CH2:9][CH2:10][C:11]1[CH:16]=[C:15]([O:17][CH3:18])[CH:14]=[CH:13][C:12]=1[O:19][CH3:20])([CH3:7])[CH3:6])([CH3:4])([CH3:3])[CH3:2].C1C(=O)N([Br:28])C(=O)C1. Product: [Br:28][C:14]1[C:15]([O:17][CH3:18])=[CH:16][C:11]([CH2:10][CH2:9][O:8][Si:5]([C:1]([CH3:2])([CH3:4])[CH3:3])([CH3:6])[CH3:7])=[C:12]([O:19][CH3:20])[CH:13]=1. The catalyst class is: 53. (8) Reactant: [N+:1]([C:4]12[CH2:19][C:18]([CH3:23])([C:20](O)=[O:21])[CH:11]([C:12]3[CH:13]=[CH:14][CH:15]=[CH:16][C:17]=31)[C:10]1[C:5]2=[CH:6][CH:7]=[CH:8][CH:9]=1)([O-:3])=[O:2].N1C=CC=CC=1.N1C(F)=NC(F)=NC=1[F:32]. Product: [N+:1]([C:4]12[CH2:19][C:18]([CH3:23])([C:20]([F:32])=[O:21])[CH:11]([C:12]3[CH:13]=[CH:14][CH:15]=[CH:16][C:17]=31)[C:10]1[C:5]2=[CH:6][CH:7]=[CH:8][CH:9]=1)([O-:3])=[O:2]. The catalyst class is: 473.